The task is: Predict the product of the given reaction.. This data is from Forward reaction prediction with 1.9M reactions from USPTO patents (1976-2016). (1) The product is: [CH2:24]([O:31][C:32](=[O:39])[NH:33][CH:34]1[CH2:37][CH:36]([N:21]([CH2:20][C@@H:7]2[C@@H:5]3[C@@H:4]([O:3][C:2]([CH3:23])([CH3:1])[O:6]3)[C@H:9]([N:10]3[CH:18]=[N:17][C:16]4[C:11]3=[N:12][CH:13]=[N:14][C:15]=4[NH2:19])[O:8]2)[CH3:22])[CH2:35]1)[C:25]1[CH:30]=[CH:29][CH:28]=[CH:27][CH:26]=1. Given the reactants [CH3:1][C:2]1([CH3:23])[O:6][C@@H:5]2[C@@H:7]([CH2:20][NH:21][CH3:22])[O:8][C@@H:9]([N:10]3[CH:18]=[N:17][C:16]4[C:11]3=[N:12][CH:13]=[N:14][C:15]=4[NH2:19])[C@@H:4]2[O:3]1.[CH2:24]([O:31][C:32](=[O:39])[NH:33][CH:34]1[CH2:37][C:36](=O)[CH2:35]1)[C:25]1[CH:30]=[CH:29][CH:28]=[CH:27][CH:26]=1.[BH3-]C#N.[Na+], predict the reaction product. (2) Given the reactants C([N:8]1[CH2:12][C@H:11]([CH2:13][C:14]2[CH:19]=[CH:18][CH:17]=[CH:16][CH:15]=2)[C@@H:10]([C:20]([OH:22])=[O:21])[CH2:9]1)C1C=CC=CC=1.C(O[C:28](=[O:34])[O:29][C:30]([CH3:33])([CH3:32])[CH3:31])(C)(C)C, predict the reaction product. The product is: [C:30]([O:29][C:28]([N:8]1[CH2:12][C@H:11]([CH2:13][C:14]2[CH:15]=[CH:16][CH:17]=[CH:18][CH:19]=2)[C@@H:10]([C:20]([OH:22])=[O:21])[CH2:9]1)=[O:34])([CH3:31])([CH3:32])[CH3:33]. (3) Given the reactants [Cl:1][C:2]1[CH:7]=[CH:6][C:5]([N:8]2[C:13](=[O:14])[C:12]3[CH:15]=[N:16][N:17]([C:18]4[CH:26]=[CH:25][C:21]([C:22]([OH:24])=O)=[CH:20][CH:19]=4)[C:11]=3[N:10]=[C:9]2[C:27]2[CH:32]=[CH:31][C:30]([Cl:33])=[CH:29][C:28]=2[Cl:34])=[CH:4][CH:3]=1.[CH3:35][N:36]1[CH2:41][CH2:40][NH:39][CH2:38][CH2:37]1, predict the reaction product. The product is: [Cl:1][C:2]1[CH:3]=[CH:4][C:5]([N:8]2[C:13](=[O:14])[C:12]3[CH:15]=[N:16][N:17]([C:18]4[CH:19]=[CH:20][C:21]([C:22]([N:39]5[CH2:40][CH2:41][N:36]([CH3:35])[CH2:37][CH2:38]5)=[O:24])=[CH:25][CH:26]=4)[C:11]=3[N:10]=[C:9]2[C:27]2[CH:32]=[CH:31][C:30]([Cl:33])=[CH:29][C:28]=2[Cl:34])=[CH:6][CH:7]=1. (4) Given the reactants [NH:1]1[C:9]2[C:4](=[C:5]([C:10]3[N:11]=[C:12]([N:22]4[CH2:27][CH2:26][O:25][CH2:24][CH2:23]4)[C:13]4[S:18][C:17]([C:19](O)=[O:20])=[CH:16][C:14]=4[N:15]=3)[CH:6]=[CH:7][CH:8]=2)[CH:3]=[N:2]1.[NH2:28][CH:29]([CH3:32])[CH2:30][OH:31], predict the reaction product. The product is: [OH:31][CH2:30][CH:29]([NH:28][C:19]([C:17]1[S:18][C:13]2[C:12]([N:22]3[CH2:27][CH2:26][O:25][CH2:24][CH2:23]3)=[N:11][C:10]([C:5]3[CH:6]=[CH:7][CH:8]=[C:9]4[C:4]=3[CH:3]=[N:2][NH:1]4)=[N:15][C:14]=2[CH:16]=1)=[O:20])[CH3:32]. (5) Given the reactants II.Br[CH2:4][CH2:5][CH:6]=[CH2:7].[Br:8][C:9]1[CH:14]=[CH:13][C:12]([C:15]([F:18])([F:17])[F:16])=[CH:11][C:10]=1/[CH:19]=[N:20]/[S:21]([C:23]([CH3:26])([CH3:25])[CH3:24])=[O:22], predict the reaction product. The product is: [Br:8][C:9]1[CH:14]=[CH:13][C:12]([C:15]([F:18])([F:17])[F:16])=[CH:11][C:10]=1[C@@H:19]([NH:20][S:21]([C:23]([CH3:26])([CH3:25])[CH3:24])=[O:22])[CH2:7][CH2:6][CH:5]=[CH2:4]. (6) Given the reactants [C:1]1([CH2:11][NH:12][C:13]([C:15]2O[C:17]([NH:20][CH2:21][CH:22]=[C:23]([CH3:25])[CH3:24])=[N:18][N:19]=2)=[O:14])[C:10]2[C:5](=[CH:6][CH:7]=[CH:8][CH:9]=2)[CH:4]=[CH:3][CH:2]=1.[NH:26]1[CH2:31][CH2:30][NH:29][CH2:28][CH2:27]1, predict the reaction product. The product is: [N:26]1([C:17]2[N:20]([CH2:21][CH:22]=[C:23]([CH3:25])[CH3:24])[C:15]([C:13]([NH:12][CH2:11][C:1]3[C:10]4[C:5](=[CH:6][CH:7]=[CH:8][CH:9]=4)[CH:4]=[CH:3][CH:2]=3)=[O:14])=[N:19][N:18]=2)[CH2:31][CH2:30][NH:29][CH2:28][CH2:27]1.